Dataset: Serine/threonine kinase 33 screen with 319,792 compounds. Task: Binary Classification. Given a drug SMILES string, predict its activity (active/inactive) in a high-throughput screening assay against a specified biological target. (1) The drug is s1c(CC(=O)N(CC(=O)Nc2ccc(OC(F)(F)F)cc2)C)ccc1. The result is 0 (inactive). (2) The molecule is O=C1/C(=c2\ccn(CCC)cc2)C(=O)c2c1cccc2. The result is 1 (active).